From a dataset of TCR-epitope binding with 47,182 pairs between 192 epitopes and 23,139 TCRs. Binary Classification. Given a T-cell receptor sequence (or CDR3 region) and an epitope sequence, predict whether binding occurs between them. (1) The epitope is YLKLTDNVYIK. The TCR CDR3 sequence is CSISSGDNEQFF. Result: 0 (the TCR does not bind to the epitope). (2) The epitope is LPRRSGAAGA. The TCR CDR3 sequence is CATSETGDPYGYTF. Result: 1 (the TCR binds to the epitope). (3) The epitope is LLSAGIFGA. The TCR CDR3 sequence is CASSQDRAGDHSYNEQFF. Result: 0 (the TCR does not bind to the epitope). (4) The epitope is SQASSRSSSR. The TCR CDR3 sequence is CASSLALSYEQYF. Result: 0 (the TCR does not bind to the epitope). (5) The epitope is MPASWVMRI. The TCR CDR3 sequence is CASTLDVAGGRTDTQYF. Result: 1 (the TCR binds to the epitope). (6) The epitope is GILGFVFTL. Result: 1 (the TCR binds to the epitope). The TCR CDR3 sequence is CASSIFDSAREQFF.